From a dataset of Full USPTO retrosynthesis dataset with 1.9M reactions from patents (1976-2016). Predict the reactants needed to synthesize the given product. (1) The reactants are: [O:1]1[CH2:6][CH2:5][N:4]([C:7]2[C:8]3[S:22][CH:21]=[N:20][C:9]=3[N:10]=[C:11]([C:13]3[CH:14]=[C:15]([OH:19])[CH:16]=[CH:17][CH:18]=3)[N:12]=2)[CH2:3][CH2:2]1.N1C=CN=C1.[CH3:28][C:29]([Si:32](Cl)([CH3:34])[CH3:33])([CH3:31])[CH3:30]. Given the product [Si:32]([O:19][C:15]1[CH:14]=[C:13]([C:11]2[N:12]=[C:7]([N:4]3[CH2:5][CH2:6][O:1][CH2:2][CH2:3]3)[C:8]3[S:22][CH:21]=[N:20][C:9]=3[N:10]=2)[CH:18]=[CH:17][CH:16]=1)([C:29]([CH3:31])([CH3:30])[CH3:28])([CH3:34])[CH3:33], predict the reactants needed to synthesize it. (2) Given the product [CH2:1]([O:3][C:6]([S:8][CH2:9][C:10]1[CH:15]=[CH:14][CH:13]=[CH:12][CH:11]=1)=[S:7])[CH3:2], predict the reactants needed to synthesize it. The reactants are: [CH2:1]([OH:3])[CH3:2].[H-].[Na+].[C:6](=[S:8])=[S:7].[CH2:9](Br)[C:10]1[CH:15]=[CH:14][CH:13]=[CH:12][CH:11]=1. (3) Given the product [CH3:30][O:29][C:27]([C:26]1[C:3]([OH:2])=[C:5]2[C:6](=[CH:14][N:15]=1)[N:7]([CH3:13])[C:8](=[O:12])[C:9]([Br:11])=[CH:10]2)=[O:28], predict the reactants needed to synthesize it. The reactants are: C[O:2][C:3]([C:5]1[CH:10]=[C:9]([Br:11])[C:8](=[O:12])[N:7]([CH3:13])[C:6]=1[CH2:14][N:15]([CH2:26][C:27]([O:29][CH3:30])=[O:28])S(C1C=CC(C)=CC=1)(=O)=O)=O.C[O-].[Na+].Cl. (4) Given the product [NH2:24][C:22]1[CH:21]=[CH:20][N:19]=[C:18]([O:17][C:13]2[CH:14]=[C:15]([CH3:16])[C:7]3[CH:6]([CH2:5][C:4]([OH:25])=[O:3])[O:10][B:9]([OH:11])[C:8]=3[CH:12]=2)[CH:23]=1, predict the reactants needed to synthesize it. The reactants are: C([O:3][C:4](=[O:25])[CH2:5][CH:6]1[O:10][B:9]([OH:11])[C:8]2[CH:12]=[C:13]([O:17][C:18]3[CH:23]=[C:22]([NH2:24])[CH:21]=[CH:20][N:19]=3)[CH:14]=[C:15]([CH3:16])[C:7]1=2)C.CO.O.[OH-].[Li+].Cl. (5) Given the product [CH3:32][C:8]([N:10]1[CH:14]=[C:13]([C:15]2[CH:20]=[CH:19][N:18]=[C:17]3[N:21]([CH2:24][O:25][CH2:26][CH2:27][Si:28]([CH3:30])([CH3:29])[CH3:31])[CH:22]=[CH:23][C:16]=23)[CH:12]=[N:11]1)([CH3:9])[CH2:7][CH2:6][C:33]#[N:34], predict the reactants needed to synthesize it. The reactants are: CS(O[CH2:6][CH2:7][C:8]([CH3:32])([N:10]1[CH:14]=[C:13]([C:15]2[CH:20]=[CH:19][N:18]=[C:17]3[N:21]([CH2:24][O:25][CH2:26][CH2:27][Si:28]([CH3:31])([CH3:30])[CH3:29])[CH:22]=[CH:23][C:16]=23)[CH:12]=[N:11]1)[CH3:9])(=O)=O.[C-:33]#[N:34].[K+].